Dataset: Full USPTO retrosynthesis dataset with 1.9M reactions from patents (1976-2016). Task: Predict the reactants needed to synthesize the given product. (1) Given the product [C:7]([C:6]1[CH:9]=[CH:10][C:3]([O:2][CH3:1])=[CH:4][C:5]=1[N:11]([CH3:12])[S:24]([CH3:23])(=[O:26])=[O:25])#[N:8], predict the reactants needed to synthesize it. The reactants are: [CH3:1][O:2][C:3]1[CH:10]=[CH:9][C:6]([C:7]#[N:8])=[C:5]([NH:11][CH3:12])[CH:4]=1.[Li+].C[Si]([N-][Si](C)(C)C)(C)C.[CH3:23][S:24](Cl)(=[O:26])=[O:25]. (2) Given the product [CH3:22][N:21]([CH3:23])[CH2:20][CH2:19][NH:18][S:15]([C:11]1[CH:10]=[C:9]([NH:8][C:5]2[N:4]=[CH:3][C:2]([NH:1][C:27](=[O:28])[C:26]3[C:30]([CH3:34])=[CH:31][CH:32]=[CH:33][C:25]=3[CH3:24])=[CH:7][N:6]=2)[CH:14]=[CH:13][CH:12]=1)(=[O:16])=[O:17], predict the reactants needed to synthesize it. The reactants are: [NH2:1][C:2]1[CH:3]=[N:4][C:5]([NH:8][C:9]2[CH:10]=[C:11]([S:15]([NH:18][CH2:19][CH2:20][N:21]([CH3:23])[CH3:22])(=[O:17])=[O:16])[CH:12]=[CH:13][CH:14]=2)=[N:6][CH:7]=1.[CH3:24][C:25]1[CH:33]=[CH:32][CH:31]=[C:30]([CH3:34])[C:26]=1[C:27](Cl)=[O:28]. (3) Given the product [Cl:16][CH2:17][CH2:18][O:13][C:7]1[C:6]2[C:11](=[CH:12][C:3]([C:2]([F:1])([F:14])[F:15])=[CH:4][CH:5]=2)[N:10]=[CH:9][CH:8]=1, predict the reactants needed to synthesize it. The reactants are: [F:1][C:2]([F:15])([F:14])[C:3]1[CH:12]=[C:11]2[C:6]([C:7]([OH:13])=[CH:8][CH:9]=[N:10]2)=[CH:5][CH:4]=1.[Cl:16][CH2:17][CH2:18]Cl.C([O-])([O-])=O.[K+].[K+].[OH-].[K+]. (4) Given the product [O:1]1[C:5]2[CH:6]=[CH:7][CH:8]=[CH:9][C:4]=2[N:3]=[CH:2]1, predict the reactants needed to synthesize it. The reactants are: [O:1]1[C:5]2[CH:6]=[CH:7][CH:8]=[CH:9][C:4]=2[N:3]=[C:2]1C1C=CC(O)=CC=1. (5) Given the product [CH3:7][C:6]1([CH3:11])[C:30]2[CH:29]=[CH:33][CH:17]=[CH:18][C:31]=2[O:32][C:1](=[O:2])[NH:5]1, predict the reactants needed to synthesize it. The reactants are: [C:1](Cl)(Cl)=[O:2].[NH2:5][C:6]1[CH:11]=CC=C[C:7]=1C(O)(C)C.N[CH2:17][C:18](C1C=CC=CC=1)=O.C[Mg]I.[CH2:29]1[CH2:33][O:32][CH2:31][CH2:30]1. (6) Given the product [CH3:16][N:17]([CH3:42])[CH2:18][CH2:19][N:20]1[C:29]2[C@@:24]([CH3:40])([C@H:25]3[CH2:36][CH2:35][C@@:34]4([CH3:37])[C@@H:30]([CH2:31][CH:32]=[C:33]4[I:1])[C@@H:26]3[CH2:27][CH:28]=2)[CH2:23][CH2:22][C:21]1=[O:41], predict the reactants needed to synthesize it. The reactants are: [I:1]I.CCOCC.CN(C)C(N(C)C)=N.[CH3:16][N:17]([CH3:42])[CH2:18][CH2:19][N:20]1[C:29]2[C@@:24]([CH3:40])([C@H:25]3[CH2:36][CH2:35][C@@:34]4([CH3:37])[C@@H:30]([CH2:31][CH2:32]/[C:33]/4=N\N)[C@@H:26]3[CH2:27][CH:28]=2)[CH2:23][CH2:22][C:21]1=[O:41]. (7) Given the product [OH:21][CH2:20][C:19]([C:16]1[CH:17]=[CH:18][C:13]([C:12]([NH:11][C:9]2[S:8][C:6]3[C:5]([N:10]=2)=[CH:4][CH:3]=[C:2]([C:30]2[C:26]([CH3:25])=[N:27][NH:28][CH:29]=2)[N:7]=3)=[O:24])=[CH:14][CH:15]=1)([CH3:23])[CH3:22], predict the reactants needed to synthesize it. The reactants are: Br[C:2]1[N:7]=[C:6]2[S:8][C:9]([NH:11][C:12](=[O:24])[C:13]3[CH:18]=[CH:17][C:16]([C:19]([CH3:23])([CH3:22])[CH2:20][OH:21])=[CH:15][CH:14]=3)=[N:10][C:5]2=[CH:4][CH:3]=1.[CH3:25][C:26]1[C:30](B2OC(C)(C)C(C)(C)O2)=[CH:29][NH:28][N:27]=1.